Dataset: Full USPTO retrosynthesis dataset with 1.9M reactions from patents (1976-2016). Task: Predict the reactants needed to synthesize the given product. (1) Given the product [F:10][C:11]1[C:19]([CH:20]=[O:26])=[CH:18][CH:17]=[C:16]2[C:12]=1[CH:13]=[C:14]([CH3:22])[NH:15]2, predict the reactants needed to synthesize it. The reactants are: CC(C[AlH]CC(C)C)C.[F:10][C:11]1[C:19]([C:20]#N)=[CH:18][CH:17]=[C:16]2[C:12]=1[CH:13]=[C:14]([CH3:22])[NH:15]2.C1C[O:26]CC1. (2) Given the product [NH2:33][C:29]1[CH:28]=[C:27]([CH:32]=[CH:31][CH:30]=1)[O:26][C:4]1[N:5]=[C:6]([NH:12][C:13]2[CH:18]=[CH:17][C:16]([CH:19]3[CH2:24][CH2:23][N:22]([CH3:25])[CH2:21][CH2:20]3)=[CH:15][CH:14]=2)[C:7]([C:9]([NH2:11])=[O:10])=[N:8][C:3]=1[CH2:1][CH3:2], predict the reactants needed to synthesize it. The reactants are: [CH2:1]([C:3]1[N:8]=[C:7]([C:9]([NH2:11])=[O:10])[C:6]([NH:12][C:13]2[CH:18]=[CH:17][C:16]([CH:19]3[CH2:24][CH2:23][N:22]([CH3:25])[CH2:21][CH2:20]3)=[CH:15][CH:14]=2)=[N:5][C:4]=1[O:26][C:27]1[CH:32]=[CH:31][CH:30]=[C:29]([N+:33]([O-])=O)[CH:28]=1)[CH3:2].[Cl-].[NH4+].C(=O)([O-])O.[Na+]. (3) Given the product [CH3:12][O:11][C:9](=[O:10])[CH2:8][C:2]1[O:1][CH:14]=[CH:15][C:3]=1[C:4]([O:6][CH3:7])=[O:5], predict the reactants needed to synthesize it. The reactants are: [O:1]=[C:2]([CH2:8][C:9]([O:11][CH3:12])=[O:10])[CH2:3][C:4]([O:6][CH3:7])=[O:5].Cl[CH2:14][CH:15]=O. (4) Given the product [Si:1]([O:18][CH2:19][CH:20]1[CH2:21][CH:22]2[CH:23]([CH2:33]2)[N:24]1[C:25]([O:27][C:28]([CH3:30])([CH3:29])[CH3:31])=[O:26])([C:14]([CH3:15])([CH3:17])[CH3:16])([C:2]1[CH:7]=[CH:6][CH:5]=[CH:4][CH:3]=1)[C:8]1[CH:13]=[CH:12][CH:11]=[CH:10][CH:9]=1, predict the reactants needed to synthesize it. The reactants are: [Si:1]([O:18][CH2:19][C@@H:20]1[N:24]([C:25]([O:27][C:28]([CH3:31])([CH3:30])[CH3:29])=[O:26])[C:23](=O)[CH:22]([CH2:33][Sn](C)(C)C)[CH2:21]1)([C:14]([CH3:17])([CH3:16])[CH3:15])([C:8]1[CH:13]=[CH:12][CH:11]=[CH:10][CH:9]=1)[C:2]1[CH:7]=[CH:6][CH:5]=[CH:4][CH:3]=1.C(O)(C(F)(F)F)=O.C([O-])([O-])=O.[K+].[K+]. (5) Given the product [CH2:11]([NH:15][CH2:16][CH2:3][C:2]([C:5]1[S:6][CH:7]=[CH:8][CH:9]=1)=[O:4])[CH:12]([CH3:14])[CH3:13], predict the reactants needed to synthesize it. The reactants are: Cl.[C:2]([C:5]1[S:6][CH:7]=[CH:8][CH:9]=1)(=[O:4])[CH3:3].Cl.[CH2:11]([NH2:15])[CH:12]([CH3:14])[CH3:13].[CH2:16]=O.